Dataset: Full USPTO retrosynthesis dataset with 1.9M reactions from patents (1976-2016). Task: Predict the reactants needed to synthesize the given product. (1) Given the product [CH:5]12[CH2:6][CH:1]1[CH2:2][N:3]([C:7]1[S:8][C:9]([C:21]3[CH:26]=[CH:25][C:24]([S:27]([NH2:30])(=[O:29])=[O:28])=[CH:23][CH:22]=3)=[C:10]([C:12]3[CH:17]=[CH:16][C:15]([F:18])=[CH:14][C:13]=3[F:19])[N:11]=1)[CH2:4]2, predict the reactants needed to synthesize it. The reactants are: [CH:1]12[CH2:6][CH:5]1[CH2:4][N:3]([C:7]1[S:8][CH:9]=[C:10]([C:12]3[CH:17]=[CH:16][C:15]([F:18])=[CH:14][C:13]=3[F:19])[N:11]=1)[CH2:2]2.Br[C:21]1[CH:26]=[CH:25][C:24]([S:27]([NH2:30])(=[O:29])=[O:28])=[CH:23][CH:22]=1.C([O-])(=O)C.[K+]. (2) Given the product [C:4]([O:3][C:1]([NH:8][C@H:9]([CH2:10][O:11][CH2:22][C:21]1[CH:24]=[CH:25][C:18]([F:17])=[CH:19][CH:20]=1)[C:12]([OH:14])=[O:13])=[O:2])([CH3:7])([CH3:6])[CH3:5], predict the reactants needed to synthesize it. The reactants are: [C:1]([NH:8][C@@H:9]([C:12]([OH:14])=[O:13])[CH2:10][OH:11])([O:3][C:4]([CH3:7])([CH3:6])[CH3:5])=[O:2].[H-].[Na+].[F:17][C:18]1[CH:25]=[CH:24][C:21]([CH2:22]Br)=[CH:20][CH:19]=1. (3) Given the product [CH2:34]([O:33][C:31]([O:22][C:20]1[S:19][C:16]2[CH2:17][CH2:18][N:13]([C@@H:8]([C:3]3[CH:4]=[CH:5][CH:6]=[CH:7][C:2]=3[Cl:1])[C:9]([O:11][CH3:12])=[O:10])[CH2:14][C:15]=2[CH:21]=1)=[O:32])[CH3:35], predict the reactants needed to synthesize it. The reactants are: [Cl:1][C:2]1[CH:7]=[CH:6][CH:5]=[CH:4][C:3]=1[C@H:8]([N:13]1[CH2:18][CH2:17][CH:16]2[S:19][C:20](=[O:22])[CH:21]=[C:15]2[CH2:14]1)[C:9]([O:11][CH3:12])=[O:10].C(N(CC)CC)C.Cl[C:31]([O:33][CH2:34][CH3:35])=[O:32].C(OCC)(=O)C. (4) Given the product [NH:16]1[CH:17]=[CH:18][N:19]=[C:15]1/[N:14]=[CH:1]/[C:2]1[CH:7]=[CH:6][CH:5]=[CH:4][CH:3]=1, predict the reactants needed to synthesize it. The reactants are: [CH:1](=O)[C:2]1[CH:7]=[CH:6][CH:5]=[CH:4][CH:3]=1.S(O)(O)(=O)=O.[NH2:14][C:15]1[NH:16][CH:17]=[CH:18][N:19]=1.C(N(CC)CC)C. (5) Given the product [C:20]([C:19]1[CH:22]=[C:15]([C:13]2[O:12][N:11]=[C:10]([C:4]3[CH:5]=[CH:6][C:7]([O:9][CH2:34][C:35]([O:37][CH2:38][CH3:39])=[O:36])=[CH:8][C:3]=3[CH2:1][CH3:2])[N:14]=2)[CH:16]=[CH:17][C:18]=1[O:23][CH:24]([CH3:25])[CH3:26])#[N:21], predict the reactants needed to synthesize it. The reactants are: [CH2:1]([C:3]1[CH:8]=[C:7]([OH:9])[CH:6]=[CH:5][C:4]=1[C:10]1[N:14]=[C:13]([C:15]2[CH:16]=[CH:17][C:18]([O:23][CH:24]([CH3:26])[CH3:25])=[C:19]([CH:22]=2)[C:20]#[N:21])[O:12][N:11]=1)[CH3:2].C(=O)([O-])[O-].[K+].[K+].Br[CH2:34][C:35]([O:37][CH2:38][CH3:39])=[O:36].